Dataset: Forward reaction prediction with 1.9M reactions from USPTO patents (1976-2016). Task: Predict the product of the given reaction. (1) Given the reactants [CH:1]12[C:7](=[O:8])[NH:6][CH:5]1[CH2:4][CH2:3][CH2:2]2.O1CCCC1.C(N(CC)CC)C.[Cl:21][CH2:22][C:23](Cl)=[O:24], predict the reaction product. The product is: [Cl:21][CH2:22][C:23]([N:6]1[C:7](=[O:8])[CH:1]2[CH:5]1[CH2:4][CH2:3][CH2:2]2)=[O:24]. (2) Given the reactants [Cl:1][C:2]1[N:10]([C:11]2[CH:16]=[CH:15][C:14]([C:17]3[C:22]([O:23]C)=[CH:21][CH:20]=[CH:19][C:18]=3[Cl:25])=[CH:13][CH:12]=2)[C:9]2[C:8]([OH:26])=[C:7]([C:27]#[N:28])[C:6](=[O:29])[NH:5][C:4]=2[CH:3]=1.B(Br)(Br)Br.O, predict the reaction product. The product is: [Cl:1][C:2]1[N:10]([C:11]2[CH:12]=[CH:13][C:14]([C:17]3[C:22]([OH:23])=[CH:21][CH:20]=[CH:19][C:18]=3[Cl:25])=[CH:15][CH:16]=2)[C:9]2[C:8]([OH:26])=[C:7]([C:27]#[N:28])[C:6](=[O:29])[NH:5][C:4]=2[CH:3]=1. (3) Given the reactants [CH2:1]([C:8]1[N:12]([CH:13]([CH:23]2[CH2:28][CH2:27][CH2:26][CH2:25][CH2:24]2)[C:14]([NH:16][CH:17]2[CH2:22]C[CH2:20][CH2:19][CH2:18]2)=[O:15])[C:11]2[CH:29]=[C:30]([Cl:34])[C:31]([F:33])=[CH:32][C:10]=2[N:9]=1)[C:2]1[CH:7]=[CH:6][CH:5]=[CH:4][CH:3]=1.C1([CH:41]=[O:42])CCCCC1.C1C(C=O)=CC2[O:51][CH2:52][O:53]C=2C=1.ClC1C=C(CC(O)=O)C=CC=1.C1(C(OC)C(O)=O)CCCCC1.C1([N+]#[C-])CCCCC1.C1([N+]#[C-])CCCC1, predict the reaction product. The product is: [O:51]1[C:26]2[CH:27]=[CH:28][C:23]([CH:13]([N:12]3[C:11]4[CH:29]=[C:30]([Cl:34])[C:31]([F:33])=[CH:32][C:10]=4[N:9]=[C:8]3[CH:1]([CH:2]3[CH2:3][CH2:4][CH2:5][CH2:6][CH2:7]3)[O:42][CH3:41])[C:14]([NH:16][CH:17]3[CH2:22][CH2:20][CH2:19][CH2:18]3)=[O:15])=[CH:24][C:25]=2[O:53][CH2:52]1. (4) The product is: [ClH:47].[CH2:29]([C:26]1[N:25]=[C:24]2[N:20]([C:18](=[O:19])[CH2:17][N:11]3[CH2:10][C@@H:9]([CH3:38])[NH:8][CH2:13][C@@H:12]3[CH2:14][O:15][CH3:16])[CH2:21][C:22]([CH3:36])([CH3:37])[C:23]2=[CH:28][CH:27]=1)[C:30]1[CH:31]=[CH:32][CH:33]=[CH:34][CH:35]=1. Given the reactants C(OC([N:8]1[CH2:13][C@H:12]([CH2:14][O:15][CH3:16])[N:11]([CH2:17][C:18]([N:20]2[C:24]3=[N:25][C:26]([CH2:29][C:30]4[CH:35]=[CH:34][CH:33]=[CH:32][CH:31]=4)=[CH:27][CH:28]=[C:23]3[C:22]([CH3:37])([CH3:36])[CH2:21]2)=[O:19])[CH2:10][C@H:9]1[CH3:38])=O)(C)(C)C.C(O)(C(F)(F)F)=O.C(Cl)[Cl:47], predict the reaction product. (5) Given the reactants C1(P(C2C=CC=CC=2)C2C=CC=CC=2)C=CC=CC=1.[C:20]([Br:24])(Br)(Br)Br.[CH:25]([C:28]1[CH:29]=[C:30]([CH:42]=[CH:43][C:44]=1[O:45][CH3:46])[O:31][C:32]1[C:39]([Cl:40])=[CH:38][C:35](CO)=[CH:34][C:33]=1[Cl:41])([CH3:27])[CH3:26], predict the reaction product. The product is: [Cl:40][C:39]1[CH:38]=[C:35]([CH:34]=[C:33]([Cl:41])[C:32]=1[O:31][C:30]1[CH:42]=[CH:43][C:44]([O:45][CH3:46])=[C:28]([CH:25]([CH3:26])[CH3:27])[CH:29]=1)[CH2:20][Br:24].